Dataset: Forward reaction prediction with 1.9M reactions from USPTO patents (1976-2016). Task: Predict the product of the given reaction. (1) The product is: [CH3:22][O:23][C:24]1[CH:29]=[CH:28][C:27]([C:2]2[C:3]([C:16]3[CH:21]=[CH:20][CH:19]=[CH:18][CH:17]=3)=[N:4][C:5]3[C:10]([N:11]=2)=[CH:9][C:8]([C:12]([O:14][CH3:15])=[O:13])=[CH:7][CH:6]=3)=[CH:26][CH:25]=1. Given the reactants Br[C:2]1[C:3]([C:16]2[CH:21]=[CH:20][CH:19]=[CH:18][CH:17]=2)=[N:4][C:5]2[C:10]([N:11]=1)=[CH:9][C:8]([C:12]([O:14][CH3:15])=[O:13])=[CH:7][CH:6]=2.[CH3:22][O:23][C:24]1[CH:29]=[CH:28][C:27](B(O)O)=[CH:26][CH:25]=1.C1(P(C2CCCCC2)C2CCCCC2)CCCCC1.[O-]P([O-])([O-])=O.[K+].[K+].[K+], predict the reaction product. (2) Given the reactants [Cl:1][C:2]1[N+:7]([O-])=[CH:6][C:5]([CH2:9][N:10]2[CH2:15][CH2:14][N:13]([CH3:16])[CH2:12][CH2:11]2)=[CH:4][CH:3]=1.[O:17]=[C:18]1[CH2:26][C:25]2[C:20](=[CH:21][C:22]([C:27]#[N:28])=[CH:23][CH:24]=2)[NH:19]1.C[Si]([N-][Si](C)(C)C)(C)C.[Na+].P(Cl)(Cl)Cl, predict the reaction product. The product is: [ClH:1].[OH:17][C:18]1[NH:19][C:20]2[C:25]([C:26]=1[C:2]1[CH:3]=[CH:4][C:5]([CH2:9][N:10]3[CH2:15][CH2:14][N:13]([CH3:16])[CH2:12][CH2:11]3)=[CH:6][N:7]=1)=[CH:24][CH:23]=[C:22]([C:27]#[N:28])[CH:21]=2. (3) Given the reactants [CH3:1]C(C)([O-])C.[K+].[CH2:7]([CH:12]1[CH2:17][CH2:16][CH:15]([CH:18]=[CH:19][C:20]2[CH:25]=[CH:24][C:23]([C@H:26]3[CH2:31][CH2:30][C@H:29]([CH:32]=O)[CH2:28][CH2:27]3)=[CH:22][CH:21]=2)[CH2:14][CH2:13]1)[CH2:8][CH2:9][CH2:10][CH3:11], predict the reaction product. The product is: [CH2:7]([CH:12]1[CH2:17][CH2:16][CH:15]([CH:18]=[CH:19][C:20]2[CH:25]=[CH:24][C:23]([CH:26]3[CH2:31][CH2:30][CH:29]([CH:32]=[CH2:1])[CH2:28][CH2:27]3)=[CH:22][CH:21]=2)[CH2:14][CH2:13]1)[CH2:8][CH2:9][CH2:10][CH3:11]. (4) Given the reactants [CH3:1][NH:2][C@H:3]1[C:11]2[C:6](=[CH:7][CH:8]=[C:9]([C:12]([O:14][CH3:15])=[O:13])[CH:10]=2)[CH2:5][CH2:4]1.[CH:16]1([CH2:21][CH2:22][C:23](Cl)=[O:24])[CH2:20][CH2:19][CH2:18][CH2:17]1, predict the reaction product. The product is: [CH:16]1([CH2:21][CH2:22][C:23]([N:2]([C@H:3]2[C:11]3[C:6](=[CH:7][CH:8]=[C:9]([C:12]([O:14][CH3:15])=[O:13])[CH:10]=3)[CH2:5][CH2:4]2)[CH3:1])=[O:24])[CH2:20][CH2:19][CH2:18][CH2:17]1. (5) Given the reactants [Br:1][C:2]1[CH:12]=[CH:11][C:5]([CH:6]=[CH:7][C:8](O)=[O:9])=[CH:4][CH:3]=1.S(Cl)([Cl:15])=O, predict the reaction product. The product is: [Br:1][C:2]1[CH:12]=[CH:11][C:5]([CH:6]=[CH:7][C:8]([Cl:15])=[O:9])=[CH:4][CH:3]=1. (6) Given the reactants [CH2:1]([O:5][CH2:6][CH2:7][O:8][C:9]1[CH:14]=[CH:13][C:12]([C:15]2[CH:16]=[CH:17][C:18]3[N:24]([CH2:25][CH:26]([CH3:28])[CH3:27])[CH2:23][CH2:22][C:21]([C:29]([NH:31][C:32]4[CH:37]=[CH:36][C:35]([S:38][CH2:39][C:40]5[N:44]([CH3:45])[N:43]=[N:42][N:41]=5)=[CH:34][CH:33]=4)=[O:30])=[CH:20][C:19]=3[CH:46]=2)=[CH:11][CH:10]=1)[CH2:2][CH2:3][CH3:4].ClC1C=CC=C(C(OO)=[O:55])C=1.S([O-])([O-])(=O)=S.[Na+].[Na+], predict the reaction product. The product is: [CH2:1]([O:5][CH2:6][CH2:7][O:8][C:9]1[CH:10]=[CH:11][C:12]([C:15]2[CH:16]=[CH:17][C:18]3[N:24]([CH2:25][CH:26]([CH3:27])[CH3:28])[CH2:23][CH2:22][C:21]([C:29]([NH:31][C:32]4[CH:33]=[CH:34][C:35]([S:38]([CH2:39][C:40]5[N:44]([CH3:45])[N:43]=[N:42][N:41]=5)=[O:55])=[CH:36][CH:37]=4)=[O:30])=[CH:20][C:19]=3[CH:46]=2)=[CH:13][CH:14]=1)[CH2:2][CH2:3][CH3:4]. (7) Given the reactants [CH3:1][C:2]1[C:3]([CH2:9][N:10]([CH2:16][C:17]2[C:22]([C:23]([C:26]3[CH:31]=[CH:30][C:29]([F:32])=[CH:28][CH:27]=3)([CH3:25])[CH3:24])=[CH:21][CH:20]=[CH:19][N:18]=2)[CH2:11][CH2:12][CH2:13][CH2:14][NH2:15])=[N:4][CH:5]=[C:6]([CH3:8])[CH:7]=1.[C:33]([N:40]1C=CN=C1)(N1C=CN=C1)=[O:34].CCN(C(C)C)C(C)C.C1C[O:57]CC1, predict the reaction product. The product is: [CH3:1][C:2]1[C:3]([CH2:9][N:10]([CH2:16][C:17]2[C:22]([C:23]([CH3:25])([C:26]3[CH:31]=[CH:30][C:29]([F:32])=[CH:28][CH:27]=3)[CH3:24])=[CH:21][CH:20]=[CH:19][N:18]=2)[CH2:11][CH2:12][CH2:13][CH2:14][NH:15][C:33]([NH:40][OH:57])=[O:34])=[N:4][CH:5]=[C:6]([CH3:8])[CH:7]=1.